From a dataset of Catalyst prediction with 721,799 reactions and 888 catalyst types from USPTO. Predict which catalyst facilitates the given reaction. (1) Reactant: [Br:1][C:2]1[C:19]([O:20][CH3:21])=[C:18]([O:22][CH3:23])[C:17]([O:24][CH3:25])=[CH:16][C:3]=1[CH2:4][N:5]1[CH:13]=[N:12][C:11]2[C:6]1=[N:7][C:8]([NH2:15])=[N:9][C:10]=2Cl.[CH3:26][O:27][Na]. Product: [Br:1][C:2]1[C:19]([O:20][CH3:21])=[C:18]([O:22][CH3:23])[C:17]([O:24][CH3:25])=[CH:16][C:3]=1[CH2:4][N:5]1[CH:13]=[N:12][C:11]2[C:6]1=[N:7][C:8]([NH2:15])=[N:9][C:10]=2[O:27][CH3:26]. The catalyst class is: 5. (2) Reactant: [Cl:1][C:2]1[CH:3]=[C:4]([C:10]2([C:26]([F:29])([F:28])[F:27])[O:14][N:13]=[C:12]([C:15]3[S:19][C:18]([C:20](O)=[O:21])=[C:17]4[CH2:23][CH2:24][CH2:25][C:16]=34)[CH2:11]2)[CH:5]=[C:6]([Cl:9])[C:7]=1[F:8].C(N(CC)CC)C.Cl.[CH3:38][O:39][C:40](=[O:43])[CH2:41][NH2:42].CN(C(ON1N=NC2C=CC=NC1=2)=[N+](C)C)C.F[P-](F)(F)(F)(F)F. Product: [CH3:38][O:39][C:40](=[O:43])[CH2:41][NH:42][C:20]([C:18]1[S:19][C:15]([C:12]2[CH2:11][C:10]([C:4]3[CH:3]=[C:2]([Cl:1])[C:7]([F:8])=[C:6]([Cl:9])[CH:5]=3)([C:26]([F:28])([F:27])[F:29])[O:14][N:13]=2)=[C:16]2[CH2:25][CH2:24][CH2:23][C:17]=12)=[O:21]. The catalyst class is: 4. (3) Reactant: Br[C:2]1[CH:3]=[C:4]([N:13]([CH2:26][CH3:27])[C@H:14]2[CH2:19][CH2:18][C@H:17]([N:20]([CH2:22][CH2:23][O:24][CH3:25])[CH3:21])[CH2:16][CH2:15]2)[C:5]([CH3:12])=[C:6]([CH:11]=1)[C:7]([O:9][CH3:10])=[O:8].[CH2:28]([N:31]1[CH2:36][CH2:35][O:34][CH2:33][CH2:32]1)[C:29]#[CH:30].C(N(CC)CC)C. Product: [CH2:26]([N:13]([C@H:14]1[CH2:19][CH2:18][C@H:17]([N:20]([CH2:22][CH2:23][O:24][CH3:25])[CH3:21])[CH2:16][CH2:15]1)[C:4]1[C:5]([CH3:12])=[C:6]([CH:11]=[C:2]([C:30]#[C:29][CH2:28][N:31]2[CH2:36][CH2:35][O:34][CH2:33][CH2:32]2)[CH:3]=1)[C:7]([O:9][CH3:10])=[O:8])[CH3:27]. The catalyst class is: 555. (4) Reactant: [NH2:1][C:2]1[CH:7]=[CH:6][C:5]([F:8])=[CH:4][C:3]=1[C:9]([CH3:33])([CH3:32])[CH2:10][C:11]([OH:31])([C:27]([F:30])([F:29])[F:28])[C:12]([NH:14][C:15]1[CH:16]=[CH:17][C:18]2[C:23](=[O:24])[O:22][N:21]=[C:20]([CH3:25])[C:19]=2[CH:26]=1)=[O:13].[C:34](OC(=O)C)(=[O:36])[CH3:35].C(OCC)(=O)C.C(=O)(O)[O-].[Na+]. Product: [C:34]([NH:1][C:2]1[CH:7]=[CH:6][C:5]([F:8])=[CH:4][C:3]=1[C:9]([CH3:33])([CH3:32])[CH2:10][C:11]([OH:31])([C:27]([F:30])([F:29])[F:28])[C:12]([NH:14][C:15]1[CH:16]=[CH:17][C:18]2[C:23](=[O:24])[O:22][N:21]=[C:20]([CH3:25])[C:19]=2[CH:26]=1)=[O:13])(=[O:36])[CH3:35]. The catalyst class is: 7. (5) Reactant: [C:1]([O:5][C:6](=[O:32])[NH:7][CH:8]1[CH2:13][CH2:12][CH:11]([NH:14][C:15]2[N:20]=[C:19]3[NH:21][N:22]=[C:23]([C:24]4[CH:29]=[CH:28][N:27]=[C:26]([S:30][CH3:31])[N:25]=4)[C:18]3=[CH:17][N:16]=2)[CH2:10][CH2:9]1)([CH3:4])([CH3:3])[CH3:2].C1C=C(Cl)C=C(C(OO)=[O:41])C=1. Product: [C:1]([O:5][C:6](=[O:32])[NH:7][CH:8]1[CH2:13][CH2:12][CH:11]([NH:14][C:15]2[N:20]=[C:19]3[NH:21][N:22]=[C:23]([C:24]4[CH:29]=[CH:28][N:27]=[C:26]([S:30]([CH3:31])=[O:41])[N:25]=4)[C:18]3=[CH:17][N:16]=2)[CH2:10][CH2:9]1)([CH3:4])([CH3:3])[CH3:2]. The catalyst class is: 98. (6) Reactant: [F:1][C:2]1[CH:30]=[CH:29][C:5]([CH2:6][C:7]2[N:11]([CH2:12][C:13]([N:15]3[CH2:20][CH2:19][CH:18]([NH:21][CH3:22])[CH2:17][CH2:16]3)=[O:14])[N:10]=[C:9]([C:23]3[CH:28]=[CH:27][N:26]=[CH:25][CH:24]=3)[CH:8]=2)=[CH:4][CH:3]=1.C(N(CC)CC)C.[CH:38]1([C:41](Cl)=[O:42])[CH2:40][CH2:39]1. Product: [F:1][C:2]1[CH:3]=[CH:4][C:5]([CH2:6][C:7]2[N:11]([CH2:12][C:13]([N:15]3[CH2:16][CH2:17][CH:18]([N:21]([CH3:22])[C:41]([CH:38]4[CH2:40][CH2:39]4)=[O:42])[CH2:19][CH2:20]3)=[O:14])[N:10]=[C:9]([C:23]3[CH:24]=[CH:25][N:26]=[CH:27][CH:28]=3)[CH:8]=2)=[CH:29][CH:30]=1. The catalyst class is: 2. (7) Reactant: [F:1][C:2]1[CH:7]=[CH:6][C:5]([C:8]2[N:9]=[CH:10][O:11][C:12]=2[C:13](OCC)=[O:14])=[CH:4][CH:3]=1.[AlH4-].[Li+].[Cl-].[NH4+]. Product: [F:1][C:2]1[CH:3]=[CH:4][C:5]([C:8]2[N:9]=[CH:10][O:11][C:12]=2[CH2:13][OH:14])=[CH:6][CH:7]=1. The catalyst class is: 7. (8) Reactant: Cl.[Cl:2][C:3]1[CH:22]=[CH:21][C:6]([C:7]([NH:9][C:10]2[CH:15]=[CH:14][C:13]([CH:16]3[CH2:20][CH2:19][NH:18][CH2:17]3)=[CH:12][CH:11]=2)=[O:8])=[CH:5][CH:4]=1.[C:23]([O-])(=O)C.[Na+].C=O.C([BH3-])#N.[Na+].N. Product: [Cl:2][C:3]1[CH:4]=[CH:5][C:6]([C:7]([NH:9][C:10]2[CH:15]=[CH:14][C:13]([CH:16]3[CH2:20][CH2:19][N:18]([CH3:23])[CH2:17]3)=[CH:12][CH:11]=2)=[O:8])=[CH:21][CH:22]=1. The catalyst class is: 466. (9) Reactant: [Br:1][C:2]1[CH:7]=[CH:6][C:5]([OH:8])=[CH:4][CH:3]=1.[OH-].[Na+].[Cl:11][C:12]1[N:17]=[C:16](Cl)[CH:15]=[CH:14][N:13]=1. Product: [Br:1][C:2]1[CH:7]=[CH:6][C:5]([O:8][C:14]2[CH:15]=[CH:16][N:17]=[C:12]([Cl:11])[N:13]=2)=[CH:4][CH:3]=1. The catalyst class is: 95. (10) Reactant: [Cl:1][C:2]1[CH:3]=[CH:4][C:5](COC2C=CC(F)=CC=2F)=[C:6]([CH:21]=1)[C:7]([NH:9][C@H:10]([C:12]1[CH:20]=[CH:19][C:15]([C:16]([OH:18])=[O:17])=[CH:14][CH:13]=1)[CH3:11])=[O:8].[F:32][C:33]1[CH:38]=[CH:37][CH:36]=[C:35]([F:39])[C:34]=1[CH2:40][CH2:41][OH:42].[C:43]1(P(C2C=CC=CC=2)C2C=CC=CC=2)C=CC=CC=1.N(C(OC(C)(C)C)=O)=NC(OC(C)(C)C)=O. Product: [Cl:1][C:2]1[CH:3]=[CH:4][C:5]([O:42][CH2:41][CH2:40][C:34]2[C:33]([F:32])=[CH:38][CH:37]=[CH:36][C:35]=2[F:39])=[C:6]([CH:21]=1)[C:7]([NH:9][C@H:10]([C:12]1[CH:13]=[CH:14][C:15]([C:16]([O:18][CH3:43])=[O:17])=[CH:19][CH:20]=1)[CH3:11])=[O:8]. The catalyst class is: 7.